From a dataset of Full USPTO retrosynthesis dataset with 1.9M reactions from patents (1976-2016). Predict the reactants needed to synthesize the given product. (1) The reactants are: [Cl:1][C:2]1[CH:7]=[CH:6][C:5]([F:8])=[CH:4][C:3]=1[C:9]1([CH2:13][CH:14]([C:17]([F:20])([F:19])[F:18])[CH:15]=O)[CH2:12][CH2:11][CH2:10]1.[NH2:21][C:22]1[CH:31]=[CH:30][CH:29]=[C:28]2[C:23]=1[CH:24]=[CH:25][C:26]([CH3:32])=[N:27]2.[BH4-].[Na+].CCCCCC.C(OCC)(=[O:43])C. Given the product [Cl:1][C:2]1[CH:7]=[CH:6][C:5]([F:8])=[CH:4][C:3]=1[C:9]1([CH2:13][C:14]([C:17]([F:20])([F:19])[F:18])([OH:43])[CH2:15][NH:21][C:22]2[CH:31]=[CH:30][CH:29]=[C:28]3[C:23]=2[CH:24]=[CH:25][C:26]([CH3:32])=[N:27]3)[CH2:12][CH2:11][CH2:10]1, predict the reactants needed to synthesize it. (2) Given the product [Cl:1][C:2]1[CH:36]=[CH:35][CH:34]=[C:33]([Cl:37])[C:3]=1[CH2:4][O:5][CH2:6][CH2:7][O:8][CH2:9][CH2:10][CH2:11][CH2:12][CH2:13][CH2:14][NH:15][CH2:19][C@@H:18]([C:20]1[CH:31]=[CH:30][C:23]2[O:24][C:25]([CH3:28])([CH3:29])[O:26][CH2:27][C:22]=2[CH:21]=1)[OH:17], predict the reactants needed to synthesize it. The reactants are: [Cl:1][C:2]1[CH:36]=[CH:35][CH:34]=[C:33]([Cl:37])[C:3]=1[CH2:4][O:5][CH2:6][CH2:7][O:8][CH2:9][CH2:10][CH2:11][CH2:12][CH2:13][CH2:14][N:15]1[CH2:19][C@@H:18]([C:20]2[CH:31]=[CH:30][C:23]3[O:24][C:25]([CH3:29])([CH3:28])[O:26][CH2:27][C:22]=3[CH:21]=2)[O:17]C1=O.C[Si](C)(C)[O-].[K+]. (3) Given the product [F:24][C:25]([F:44])([F:43])[S:26]([O:1][CH:2]1[CH2:7][CH2:6][N:5]([C:8]([O:10][CH2:11][C:12]2[CH:17]=[CH:16][CH:15]=[CH:14][CH:13]=2)=[O:9])[CH2:4][CH:3]1[C:18]([O:20][CH3:21])=[O:19])(=[O:28])=[O:27], predict the reactants needed to synthesize it. The reactants are: [O:1]=[C:2]1[CH2:7][CH2:6][N:5]([C:8]([O:10][CH2:11][C:12]2[CH:17]=[CH:16][CH:15]=[CH:14][CH:13]=2)=[O:9])[CH2:4][CH:3]1[C:18]([O:20][CH3:21])=[O:19].[H-].[Na+].[F:24][C:25]([F:44])([F:43])[S:26](N(C1C=CC=CC=1)[S:26]([C:25]([F:44])([F:43])[F:24])(=[O:28])=[O:27])(=[O:28])=[O:27]. (4) Given the product [Cl:1][C:2]1[CH:3]=[N:4][CH:5]=[CH:6][C:7]=1[C:8](=[O:20])[CH2:9][C:10]1[CH:15]=[CH:14][C:13]([C:16]([F:17])([F:19])[F:18])=[CH:12][CH:11]=1, predict the reactants needed to synthesize it. The reactants are: [Cl:1][C:2]1[CH:3]=[N:4][CH:5]=[CH:6][C:7]=1[CH:8]([OH:20])[CH2:9][C:10]1[CH:15]=[CH:14][C:13]([C:16]([F:19])([F:18])[F:17])=[CH:12][CH:11]=1.CC(OI1(OC(C)=O)(OC(C)=O)OC(=O)C2C=CC=CC1=2)=O. (5) Given the product [C:1]([O:5][C:6](=[O:29])[C:7]1[CH:12]=[C:11]([N:13]([S:20]([CH3:23])(=[O:21])=[O:22])[C:14]2[CH:19]=[CH:18][CH:17]=[CH:16][CH:15]=2)[CH:10]=[CH:9][C:8]=1[CH:53]1[CH2:57][CH2:56][CH2:55][CH2:54]1)([CH3:3])([CH3:4])[CH3:2], predict the reactants needed to synthesize it. The reactants are: [C:1]([O:5][C:6](=[O:29])[C:7]1[CH:12]=[C:11]([N:13]([S:20]([CH3:23])(=[O:22])=[O:21])[C:14]2[CH:19]=[CH:18][CH:17]=[CH:16][CH:15]=2)[CH:10]=[C:9](C2CCCC=2)[CH:8]=1)([CH3:4])([CH3:3])[CH3:2].C(OC(=O)C1C=C(N(S(C)(=O)=O)C2C=CC=CC=2)C=C([CH:53]2[CH2:57][CH2:56][CH:55]=[CH:54]2)C=1)(C)(C)C.C(OC(=O)C1C=C(N(S(C)(=O)=O)C2C=CC=CC=2)C=C(C2CC=CC2)C=1)(C)(C)C. (6) Given the product [CH2:3]([O:10][CH2:11][CH:12]([OH:17])[CH2:13][CH2:14][CH2:15][O:16][Si:21]([CH:25]([CH3:27])[CH3:26])([CH:22]([CH3:24])[CH3:23])[CH:18]([CH3:20])[CH3:19])[C:4]1[CH:9]=[CH:8][CH:7]=[CH:6][CH:5]=1, predict the reactants needed to synthesize it. The reactants are: [H-].[Na+].[CH2:3]([O:10][CH2:11][CH:12]([OH:17])[CH2:13][CH2:14][CH2:15][OH:16])[C:4]1[CH:9]=[CH:8][CH:7]=[CH:6][CH:5]=1.[CH:18]([Si:21](Cl)([CH:25]([CH3:27])[CH3:26])[CH:22]([CH3:24])[CH3:23])([CH3:20])[CH3:19].C(OCC)(=O)C.